This data is from HIV replication inhibition screening data with 41,000+ compounds from the AIDS Antiviral Screen. The task is: Binary Classification. Given a drug SMILES string, predict its activity (active/inactive) in a high-throughput screening assay against a specified biological target. (1) The drug is COc1ccc(C=CC(=O)OCC=Cc2ccc3c(c2)OCO3)cc1OC. The result is 0 (inactive). (2) The drug is Cc1ccnc2c1C(=O)C(=O)C=C2N1CCCC1. The result is 0 (inactive).